From a dataset of Peptide-MHC class II binding affinity with 134,281 pairs from IEDB. Regression. Given a peptide amino acid sequence and an MHC pseudo amino acid sequence, predict their binding affinity value. This is MHC class II binding data. The peptide sequence is PRFLEYSTSECHF. The MHC is DRB4_0101 with pseudo-sequence DRB4_0103. The binding affinity (normalized) is 0.417.